From a dataset of TCR-epitope binding with 47,182 pairs between 192 epitopes and 23,139 TCRs. Binary Classification. Given a T-cell receptor sequence (or CDR3 region) and an epitope sequence, predict whether binding occurs between them. (1) The epitope is LLLGIGILV. The TCR CDR3 sequence is CATLRDERKGCEQYF. Result: 1 (the TCR binds to the epitope). (2) The epitope is ALSKGVHFV. The TCR CDR3 sequence is CASSLEFGTDSPLHF. Result: 1 (the TCR binds to the epitope). (3) The epitope is HPVGEADYFEY. The TCR CDR3 sequence is CASSYYPPPNSGELFF. Result: 0 (the TCR does not bind to the epitope). (4) Result: 1 (the TCR binds to the epitope). The epitope is CINGVCWTV. The TCR CDR3 sequence is CASSQLLAGGSYEQYF. (5) The epitope is LVLSVNPYV. The TCR CDR3 sequence is CASTMGALGTGELFF. Result: 0 (the TCR does not bind to the epitope).